From a dataset of Forward reaction prediction with 1.9M reactions from USPTO patents (1976-2016). Predict the product of the given reaction. The product is: [CH2:1]([O:3][CH2:4][CH:5]1[CH2:10][CH2:9][CH:8]([N:12]2[CH2:13][CH:14]([NH:16][C:17](=[O:34])[CH2:18][NH:19][C:20]3[C:29]4[C:24](=[CH:25][CH:26]=[C:27]([C:30]([F:31])([F:33])[F:32])[CH:28]=4)[N:23]=[CH:22][N:21]=3)[CH2:15]2)[CH2:7][CH2:6]1)[CH3:2]. Given the reactants [CH2:1]([O:3][CH2:4][CH:5]1[CH2:10][CH2:9][C:8](=O)[CH2:7][CH2:6]1)[CH3:2].[NH:12]1[CH2:15][CH:14]([NH:16][C:17](=[O:34])[CH2:18][NH:19][C:20]2[C:29]3[C:24](=[CH:25][CH:26]=[C:27]([C:30]([F:33])([F:32])[F:31])[CH:28]=3)[N:23]=[CH:22][N:21]=2)[CH2:13]1.[BH-](OC(C)=O)(OC(C)=O)OC(C)=O.[Na+], predict the reaction product.